The task is: Predict the reaction yield, written as a fraction of the theoretical maximum amount of product (1.0 means a 100% yield; for example, 0.34 means a 34% yield).. This data is from Reaction yield outcomes from USPTO patents with 853,638 reactions. (1) The reactants are C1(C2(C3C=CC=CC=3)OB(C)N3CCC[C@H]23)C=CC=CC=1.B.CSC.[S:26]1[CH:30]=[CH:29][C:28]2[CH:31]=[C:32]([C:35](=[O:64])[CH2:36][S:37][C@@H:38]3[C@@H:41]([C:42]4[CH:47]=[CH:46][C:45]([O:48][Si:49]([CH3:55])([CH3:54])[C:50]([CH3:53])([CH3:52])[CH3:51])=[CH:44][CH:43]=4)[N:40]([C:56]4[CH:61]=[CH:60][C:59]([I:62])=[CH:58][CH:57]=4)[C:39]3=[O:63])[CH:33]=[CH:34][C:27]1=2.O. The catalyst is ClCCl. The product is [S:26]1[CH:30]=[CH:29][C:28]2[CH:31]=[C:32]([C@@H:35]([OH:64])[CH2:36][S:37][C@@H:38]3[C@@H:41]([C:42]4[CH:47]=[CH:46][C:45]([O:48][Si:49]([CH3:55])([CH3:54])[C:50]([CH3:53])([CH3:51])[CH3:52])=[CH:44][CH:43]=4)[N:40]([C:56]4[CH:61]=[CH:60][C:59]([I:62])=[CH:58][CH:57]=4)[C:39]3=[O:63])[CH:33]=[CH:34][C:27]1=2. The yield is 0.820. (2) The reactants are [C:1]1([N:7]2[C:19]3[CH:18]=[CH:17][CH:16]=[CH:15][C:14]=3[C:13]3[C:8]2=[CH:9][CH:10]=[CH:11][CH:12]=3)[CH:6]=[CH:5][CH:4]=[CH:3][CH:2]=1.[Br:20]N1C(=O)CCC1=O. The catalyst is C(O)(=O)C. The product is [Br:20][C:16]1[CH:17]=[CH:18][C:19]2[N:7]([C:1]3[CH:2]=[CH:3][CH:4]=[CH:5][CH:6]=3)[C:8]3[C:13]([C:14]=2[CH:15]=1)=[CH:12][CH:11]=[CH:10][CH:9]=3. The yield is 0.880. (3) The reactants are [CH:1]1([C:7]2[C:8]3[S:24][C:23]([C:25]([O:27][CH3:28])=[O:26])=[C:22]([CH3:29])[C:9]=3[N:10](COC)[C:11]=2[C:12]2[CH:17]=[CH:16][CH:15]=[CH:14][C:13]=2[OH:18])[CH2:6][CH2:5][CH2:4][CH2:3][CH2:2]1.Cl.CC1(C)[N:36]([C:37]([O:39][CH2:40][C:41]2[CH:46]=[CH:45][CH:44]=[CH:43][CH:42]=2)=[O:38])[C@@H:35]([CH2:47]OS(C2C=CC([N+]([O-])=O)=CC=2)(=O)=O)[CH2:34][O:33]1. The catalyst is O1CCOCC1.CN(C=O)C.CO. The product is [CH2:40]([O:39][C:37]([NH:36][C@H:35]([CH2:34][OH:33])[CH2:47][O:18][C:13]1[CH:14]=[CH:15][CH:16]=[CH:17][C:12]=1[C:11]1[NH:10][C:9]2[C:22]([CH3:29])=[C:23]([C:25]([O:27][CH3:28])=[O:26])[S:24][C:8]=2[C:7]=1[CH:1]1[CH2:2][CH2:3][CH2:4][CH2:5][CH2:6]1)=[O:38])[C:41]1[CH:46]=[CH:45][CH:44]=[CH:43][CH:42]=1. The yield is 0.310. (4) The catalyst is CCO.O. The reactants are [Cl:1][C:2]1[CH:3]=[C:4]([C:8](=[CH:12][C:13]2[CH:17]=[C:16]([C:18]3[CH:23]=[CH:22][C:21]([Cl:24])=[C:20]([Cl:25])[CH:19]=3)[N:15]([C:26]3[CH:31]=[CH:30][C:29]([O:32][CH2:33][CH3:34])=[CH:28][CH:27]=3)[N:14]=2)[C:9]([OH:11])=[O:10])[CH:5]=[CH:6][CH:7]=1.S(NN)(C1C=CC(C)=CC=1)(=O)=O.CC([O-])=O.[Na+]. The yield is 0.230. The product is [Cl:1][C:2]1[CH:3]=[C:4]([CH:8]([CH2:12][C:13]2[CH:17]=[C:16]([C:18]3[CH:23]=[CH:22][C:21]([Cl:24])=[C:20]([Cl:25])[CH:19]=3)[N:15]([C:26]3[CH:27]=[CH:28][C:29]([O:32][CH2:33][CH3:34])=[CH:30][CH:31]=3)[N:14]=2)[C:9]([OH:11])=[O:10])[CH:5]=[CH:6][CH:7]=1. (5) The reactants are [CH3:1][C:2]([CH3:40])([CH3:39])[C:3](=O)[CH2:4][N:5]1[C:10](=[O:11])[C:9]([CH2:12][C:13]2[CH:18]=[CH:17][C:16]([C:19]3[CH:24]=[CH:23][CH:22]=[CH:21][C:20]=3[C:25]3[NH:29][C:28](=[O:30])[O:27][N:26]=3)=[CH:15][CH:14]=2)=[C:8]([CH2:31][CH2:32][CH3:33])[N:7]2[N:34]=[C:35]([CH3:37])[N:36]=[C:6]12.Cl.[NH2:42][O:43][CH2:44][CH3:45].N1C=CC=CC=1.Cl. The catalyst is O.C(OCC)(=O)C. The product is [CH2:44]([O:43]/[N:42]=[C:3](\[C:2]([CH3:39])([CH3:40])[CH3:1])/[CH2:4][N:5]1[C:10](=[O:11])[C:9]([CH2:12][C:13]2[CH:14]=[CH:15][C:16]([C:19]3[CH:24]=[CH:23][CH:22]=[CH:21][C:20]=3[C:25]3[NH:29][C:28](=[O:30])[O:27][N:26]=3)=[CH:17][CH:18]=2)=[C:8]([CH2:31][CH2:32][CH3:33])[N:7]2[N:34]=[C:35]([CH3:37])[N:36]=[C:6]12)[CH3:45]. The yield is 0.0700. (6) The reactants are [F:1][C:2]1[C:7]2[N:8]=[N:9][S:10][C:6]=2[CH:5]=[C:4]2[NH:11][C:12](=[O:22])[N:13]([C:14]3[CH:19]=[CH:18][C:17]([I:20])=[CH:16][C:15]=3[F:21])[C:3]=12.C(N(CC)CC)C.[CH:30]1([S:33](Cl)(=[O:35])=[O:34])[CH2:32][CH2:31]1. The catalyst is C(Cl)Cl.CN(C1C=CN=CC=1)C. The product is [CH:30]1([S:33]([N:11]2[C:4]3=[CH:5][C:6]4[S:10][N:9]=[N:8][C:7]=4[C:2]([F:1])=[C:3]3[N:13]([C:14]3[CH:19]=[CH:18][C:17]([I:20])=[CH:16][C:15]=3[F:21])[C:12]2=[O:22])(=[O:35])=[O:34])[CH2:32][CH2:31]1. The yield is 1.00. (7) The reactants are Cl.CN(C)CCCN=C=NCC.ON1C2C=CC=CC=2N=N1.[F:23][C:24]1[CH:42]=[C:41]([F:43])[CH:40]=[CH:39][C:25]=1[CH2:26][N:27]1[C:31]2=[CH:32][N:33]=[C:34]([C:36]([OH:38])=O)[CH:35]=[C:30]2[CH:29]=[CH:28]1.C(N(CC)CC)C.[CH2:51]([O:58][NH2:59])[C:52]1[CH:57]=[CH:56][CH:55]=[CH:54][CH:53]=1. The catalyst is CN(C=O)C.O. The product is [CH2:51]([O:58][NH:59][C:36]([C:34]1[CH:35]=[C:30]2[CH:29]=[CH:28][N:27]([CH2:26][C:25]3[CH:39]=[CH:40][C:41]([F:43])=[CH:42][C:24]=3[F:23])[C:31]2=[CH:32][N:33]=1)=[O:38])[C:52]1[CH:57]=[CH:56][CH:55]=[CH:54][CH:53]=1. The yield is 0.630. (8) The reactants are [C:1]([C:4]1[N:9]=[C:8]([CH:10]2[CH2:15][CH2:14][N:13](C(OC(C)(C)C)=O)[CH2:12][CH2:11]2)[C:7]([O:23][CH2:24][CH2:25][N:26]([CH3:28])[CH3:27])=[CH:6][CH:5]=1)(=[O:3])[NH2:2].[ClH:29]. The catalyst is CO.O1CCOCC1. The product is [ClH:29].[CH3:27][N:26]([CH3:28])[CH2:25][CH2:24][O:23][C:7]1[CH:6]=[CH:5][C:4]([C:1]([NH2:2])=[O:3])=[N:9][C:8]=1[CH:10]1[CH2:15][CH2:14][NH:13][CH2:12][CH2:11]1. The yield is 1.00.